From a dataset of Catalyst prediction with 721,799 reactions and 888 catalyst types from USPTO. Predict which catalyst facilitates the given reaction. (1) Reactant: C=O.N[C:4](N)=[O:5].[OH-].[Na+].[NH2:9][C:10]([NH2:12])=[O:11].[N:13]1[C:20]([NH2:21])=[N:19][C:17]([NH2:18])=[N:16][C:14]=1[NH2:15].C=O. Product: [CH2:4]=[O:5].[NH2:9][C:10]([NH2:12])=[O:11].[N:13]1[C:20]([NH2:21])=[N:19][C:17]([NH2:18])=[N:16][C:14]=1[NH2:15]. The catalyst class is: 86. (2) Reactant: [Na].[NH2:2][C:3]1[CH:4]=[C:5]([OH:12])[C:6](=[CH:10][CH:11]=1)[C:7]([O-:9])=[O:8].[CH2:13]([O:20][C:21](Cl)=[O:22])[C:14]1[CH:19]=[CH:18][CH:17]=[CH:16][CH:15]=1.Cl. Product: [CH2:13]([O:20][C:21]([NH:2][C:3]1[CH:11]=[CH:10][C:6]([C:7]([OH:9])=[O:8])=[C:5]([OH:12])[CH:4]=1)=[O:22])[C:14]1[CH:19]=[CH:18][CH:17]=[CH:16][CH:15]=1. The catalyst class is: 74.